Dataset: Forward reaction prediction with 1.9M reactions from USPTO patents (1976-2016). Task: Predict the product of the given reaction. (1) Given the reactants CS(CSC)=[O:3].[CH2:7]([Li])[CH2:8][CH2:9][CH3:10].BrCC(O[CH2:18][C:19]1[CH:24]=[CH:23][CH:22]=[CH:21][CH:20]=1)CBr.[OH2:25], predict the reaction product. The product is: [CH2:18]([O:25][CH:8]1[CH2:9][C:10](=[O:3])[CH2:7]1)[C:19]1[CH:20]=[CH:21][CH:22]=[CH:23][CH:24]=1. (2) The product is: [Br:1][C:2]1[CH:7]=[C:6]2[C:5](=[CH:4][C:3]=1[F:20])[NH:8][CH:9]=[CH:10][C:15]2=[O:16].[Br:1][C:2]1[C:3]([F:20])=[C:4]2[C:5](=[CH:6][CH:7]=1)[NH:8][CH:9]=[CH:10][C:15]2=[O:16]. Given the reactants [Br:1][C:2]1[CH:7]=[CH:6][C:5]([NH:8][CH:9]=[C:10]2[C:15](=[O:16])OC(C)(C)OC2=O)=[CH:4][C:3]=1[F:20], predict the reaction product.